From a dataset of Retrosynthesis with 50K atom-mapped reactions and 10 reaction types from USPTO. Predict the reactants needed to synthesize the given product. Given the product O=C(NC1N=C(c2ccccc2)c2ccccc2N(CCOC2CCCCO2)C1=O)c1cc2ccccc2[nH]1, predict the reactants needed to synthesize it. The reactants are: NC1N=C(c2ccccc2)c2ccccc2N(CCOC2CCCCO2)C1=O.O=C(O)c1cc2ccccc2[nH]1.